Binary Classification. Given a T-cell receptor sequence (or CDR3 region) and an epitope sequence, predict whether binding occurs between them. From a dataset of TCR-epitope binding with 47,182 pairs between 192 epitopes and 23,139 TCRs. (1) Result: 0 (the TCR does not bind to the epitope). The TCR CDR3 sequence is CASSWLAGTREEQYF. The epitope is KLPDDFTGCV. (2) The epitope is LPAADLDDF. The TCR CDR3 sequence is CASSLGPDSPLHF. Result: 0 (the TCR does not bind to the epitope). (3) Result: 1 (the TCR binds to the epitope). The TCR CDR3 sequence is CASSPTSGFSYEQYF. The epitope is LEPLVDLPI. (4) The epitope is VVYRGTTTY. The TCR CDR3 sequence is CASSFDSEQFF. Result: 0 (the TCR does not bind to the epitope). (5) The epitope is TLVPQEHYV. The TCR CDR3 sequence is CASSFGISNTEAFF. Result: 1 (the TCR binds to the epitope). (6) The epitope is TAFTIPSI. The TCR CDR3 sequence is CASSSPRTSGAEQYF. Result: 0 (the TCR does not bind to the epitope). (7) The epitope is YVLDHLIVV. The TCR CDR3 sequence is CASTALLGGGYGYTF. Result: 1 (the TCR binds to the epitope).